This data is from Forward reaction prediction with 1.9M reactions from USPTO patents (1976-2016). The task is: Predict the product of the given reaction. (1) The product is: [OH:14][C:10]1[CH:11]=[C:12]2[C:7](=[CH:8][CH:9]=1)[C:6]([O:16][C:17]1[CH:18]=[CH:19][C:20](/[CH:23]=[CH:24]/[C:25]([OH:27])=[O:26])=[CH:21][CH:22]=1)=[C:5]([C:28]1[CH:29]=[CH:30][CH:31]=[CH:32][CH:33]=1)[C:4]([CH:2]([CH3:3])[CH3:1])=[CH:13]2. Given the reactants [CH3:1][CH:2]([C:4]1[C:5]([C:28]2[CH:33]=[CH:32][CH:31]=[CH:30][CH:29]=2)=[C:6]([O:16][C:17]2[CH:22]=[CH:21][C:20](/[CH:23]=[CH:24]/[C:25]([OH:27])=[O:26])=[CH:19][CH:18]=2)[C:7]2[C:12]([CH:13]=1)=[CH:11][C:10]([O:14]C)=[CH:9][CH:8]=2)[CH3:3].B(Br)(Br)Br, predict the reaction product. (2) Given the reactants [OH:1]OS([O-])=O.[K+].[CH2:7]([S:9][C:10]1[C:11]2[N:12]([CH:19]=[C:20]([C:22]3[CH:27]=[CH:26][CH:25]=[CH:24][CH:23]=3)[CH:21]=2)[N:13]=[CH:14][C:15]=1[C:16]([NH2:18])=[O:17])[CH3:8], predict the reaction product. The product is: [CH2:7]([S:9]([C:10]1[C:11]2[N:12]([CH:19]=[C:20]([C:22]3[CH:27]=[CH:26][CH:25]=[CH:24][CH:23]=3)[CH:21]=2)[N:13]=[CH:14][C:15]=1[C:16]([NH2:18])=[O:17])=[O:1])[CH3:8]. (3) Given the reactants [Br:1]N1C(=O)CCC1=O.[CH2:9]([O:16][C:17]1[CH:22]=[C:21]([O:23][CH2:24][C:25]2[CH:30]=[CH:29][CH:28]=[CH:27][CH:26]=2)[CH:20]=[CH:19][C:18]=1[C:31](=[O:34])[CH2:32][Br:33])[C:10]1[CH:15]=[CH:14][CH:13]=[CH:12][CH:11]=1, predict the reaction product. The product is: [CH2:9]([O:16][C:17]1[CH:22]=[C:21]([O:23][CH2:24][C:25]2[CH:30]=[CH:29][CH:28]=[CH:27][CH:26]=2)[C:20]([Br:1])=[CH:19][C:18]=1[C:31](=[O:34])[CH2:32][Br:33])[C:10]1[CH:15]=[CH:14][CH:13]=[CH:12][CH:11]=1. (4) Given the reactants [Cl:1][C:2]1[N:3]=[N:4][C:5]([Cl:11])=[CH:6][C:7]=1[CH:8]([CH3:10])[CH3:9].[OH-].[NH4+:13], predict the reaction product. The product is: [Cl:11][C:5]1[N:4]=[N:3][C:2]([NH2:13])=[C:7]([CH:8]([CH3:10])[CH3:9])[CH:6]=1.[Cl:1][C:2]1[N:3]=[N:4][C:5]([NH2:13])=[CH:6][C:7]=1[CH:8]([CH3:10])[CH3:9]. (5) Given the reactants [F:1][C:2]([F:32])([F:31])[O:3][C:4]1[CH:5]=[C:6]([CH2:10][C:11]([NH:13][C:14]2[S:18][C:17]([CH2:19][CH2:20][CH2:21][CH2:22][N:23]3[CH:27]=[C:26]([C:28](O)=[O:29])[N:25]=[N:24]3)=[N:16][N:15]=2)=[O:12])[CH:7]=[CH:8][CH:9]=1.CCN(C(C)C)C(C)C.[N:42]1[CH:47]=[CH:46][CH:45]=[C:44]([CH2:48][NH2:49])[CH:43]=1.CN(C(ON1N=NC2C=CC=NC1=2)=[N+](C)C)C.F[P-](F)(F)(F)(F)F, predict the reaction product. The product is: [N:42]1[CH:47]=[CH:46][CH:45]=[C:44]([CH2:48][NH:49][C:28]([C:26]2[N:25]=[N:24][N:23]([CH2:22][CH2:21][CH2:20][CH2:19][C:17]3[S:18][C:14]([NH:13][C:11](=[O:12])[CH2:10][C:6]4[CH:7]=[CH:8][CH:9]=[C:4]([O:3][C:2]([F:1])([F:32])[F:31])[CH:5]=4)=[N:15][N:16]=3)[CH:27]=2)=[O:29])[CH:43]=1. (6) Given the reactants [CH:1]([C@@H:4]1[NH:9][C:8](=O)[C@H:7]([CH:11]([CH3:13])[CH3:12])[NH:6][C:5]1=O)([CH3:3])[CH3:2].B.C1COCC1, predict the reaction product. The product is: [CH:11]([C@H:7]1[CH2:8][NH:9][C@@H:4]([CH:1]([CH3:3])[CH3:2])[CH2:5][NH:6]1)([CH3:13])[CH3:12]. (7) Given the reactants [Cl:1][C:2]1[CH:21]=[CH:20][C:19]([O:22][CH2:23][CH2:24]Cl)=[CH:18][C:3]=1[C:4]([NH:6][CH2:7][C:8]12[CH2:17][CH:12]3[CH2:13][CH:14]([CH2:16][CH:10]([CH2:11]3)[CH2:9]1)[CH2:15]2)=[O:5].[NH2:26][C@H:27]([CH3:30])[CH2:28][OH:29], predict the reaction product. The product is: [ClH:1].[Cl:1][C:2]1[CH:21]=[CH:20][C:19]([O:22][CH2:23][CH2:24][NH:26][C@H:27]([CH3:30])[CH2:28][OH:29])=[CH:18][C:3]=1[C:4]([NH:6][CH2:7][C:8]12[CH2:17][CH:12]3[CH2:13][CH:14]([CH2:16][CH:10]([CH2:11]3)[CH2:9]1)[CH2:15]2)=[O:5]. (8) Given the reactants C([O:4][C:5]1[N:6]=[C:7]([CH2:35][NH:36][C:37](=[O:39])[CH3:38])[C:8]2[C:13]([C:14]=1[CH2:15][C:16]1[C:17]([NH:28][CH2:29][CH3:30])=[N:18][C:19]3[C:24]([CH:25]=1)=[CH:23][C:22]([O:26][CH3:27])=[CH:21][CH:20]=3)=[CH:12][C:11]([O:31][CH3:32])=[C:10]([O:33][CH3:34])[CH:9]=2)(=O)C.N, predict the reaction product. The product is: [CH2:29]([NH:28][C:17]1[C:16]([CH2:15][C:14]2[C:13]3[C:8](=[CH:9][C:10]([O:33][CH3:34])=[C:11]([O:31][CH3:32])[CH:12]=3)[C:7]([CH2:35][NH:36][C:37](=[O:39])[CH3:38])=[N:6][C:5]=2[OH:4])=[CH:25][C:24]2[C:19](=[CH:20][CH:21]=[C:22]([O:26][CH3:27])[CH:23]=2)[N:18]=1)[CH3:30].